From a dataset of Reaction yield outcomes from USPTO patents with 853,638 reactions. Predict the reaction yield, written as a fraction of the theoretical maximum amount of product (1.0 means a 100% yield; for example, 0.34 means a 34% yield). The reactants are [CH3:1][O:2][C:3]([C:5]1[S:6][C:7]([C:24]#[C:25][C:26]([CH3:29])([CH3:28])[CH3:27])=[CH:8][C:9]=1[N:10]1[C@H:15]([CH:16]2[CH2:21][CH2:20][CH2:19][CH2:18][CH2:17]2)[CH2:14][CH2:13][C@H:12](O)[C:11]1=[O:23])=[O:4].P(Br)(Br)[Br:31]. The catalyst is C(Cl)Cl. The product is [CH3:1][O:2][C:3]([C:5]1[S:6][C:7]([C:24]#[C:25][C:26]([CH3:29])([CH3:28])[CH3:27])=[CH:8][C:9]=1[N:10]1[CH:15]([CH:16]2[CH2:21][CH2:20][CH2:19][CH2:18][CH2:17]2)[CH2:14][CH2:13][C@H:12]([Br:31])[C:11]1=[O:23])=[O:4]. The yield is 0.760.